Regression. Given two drug SMILES strings and cell line genomic features, predict the synergy score measuring deviation from expected non-interaction effect. From a dataset of NCI-60 drug combinations with 297,098 pairs across 59 cell lines. (1) Drug 1: CC1=C(C=C(C=C1)C(=O)NC2=CC(=CC(=C2)C(F)(F)F)N3C=C(N=C3)C)NC4=NC=CC(=N4)C5=CN=CC=C5. Drug 2: CCN(CC)CCNC(=O)C1=C(NC(=C1C)C=C2C3=C(C=CC(=C3)F)NC2=O)C. Cell line: 786-0. Synergy scores: CSS=-4.95, Synergy_ZIP=4.69, Synergy_Bliss=0.686, Synergy_Loewe=-8.76, Synergy_HSA=-9.50. (2) Drug 1: CC1=CC=C(C=C1)C2=CC(=NN2C3=CC=C(C=C3)S(=O)(=O)N)C(F)(F)F. Drug 2: N.N.Cl[Pt+2]Cl. Cell line: SNB-19. Synergy scores: CSS=48.0, Synergy_ZIP=-1.52, Synergy_Bliss=-3.09, Synergy_Loewe=-13.9, Synergy_HSA=-2.37. (3) Drug 1: CN(C)N=NC1=C(NC=N1)C(=O)N. Drug 2: CC=C1C(=O)NC(C(=O)OC2CC(=O)NC(C(=O)NC(CSSCCC=C2)C(=O)N1)C(C)C)C(C)C. Cell line: MOLT-4. Synergy scores: CSS=63.4, Synergy_ZIP=-2.03, Synergy_Bliss=-5.33, Synergy_Loewe=-4.57, Synergy_HSA=-3.31. (4) Drug 1: C1=CC(=CC=C1C#N)C(C2=CC=C(C=C2)C#N)N3C=NC=N3. Drug 2: C1CC(C1)(C(=O)O)C(=O)O.[NH2-].[NH2-].[Pt+2]. Cell line: CCRF-CEM. Synergy scores: CSS=47.5, Synergy_ZIP=-11.5, Synergy_Bliss=-17.1, Synergy_Loewe=-13.2, Synergy_HSA=-10.9. (5) Drug 1: CN1C(=O)N2C=NC(=C2N=N1)C(=O)N. Drug 2: CC1CCC2CC(C(=CC=CC=CC(CC(C(=O)C(C(C(=CC(C(=O)CC(OC(=O)C3CCCCN3C(=O)C(=O)C1(O2)O)C(C)CC4CCC(C(C4)OC)O)C)C)O)OC)C)C)C)OC. Cell line: UO-31. Synergy scores: CSS=6.73, Synergy_ZIP=-0.273, Synergy_Bliss=0.438, Synergy_Loewe=-18.5, Synergy_HSA=-0.207. (6) Drug 1: CC1CCC2CC(C(=CC=CC=CC(CC(C(=O)C(C(C(=CC(C(=O)CC(OC(=O)C3CCCCN3C(=O)C(=O)C1(O2)O)C(C)CC4CCC(C(C4)OC)OCCO)C)C)O)OC)C)C)C)OC. Drug 2: C(=O)(N)NO. Cell line: NCI-H322M. Synergy scores: CSS=7.80, Synergy_ZIP=-0.625, Synergy_Bliss=0.528, Synergy_Loewe=-13.8, Synergy_HSA=-0.400. (7) Drug 1: C1=NC2=C(N=C(N=C2N1C3C(C(C(O3)CO)O)O)F)N. Drug 2: COC1=NC(=NC2=C1N=CN2C3C(C(C(O3)CO)O)O)N. Cell line: MOLT-4. Synergy scores: CSS=79.3, Synergy_ZIP=1.07, Synergy_Bliss=1.00, Synergy_Loewe=2.70, Synergy_HSA=5.61. (8) Drug 1: CCC1=C2CN3C(=CC4=C(C3=O)COC(=O)C4(CC)O)C2=NC5=C1C=C(C=C5)O. Drug 2: C1CN(P(=O)(OC1)NCCCl)CCCl. Cell line: CCRF-CEM. Synergy scores: CSS=74.4, Synergy_ZIP=-0.586, Synergy_Bliss=0.390, Synergy_Loewe=-51.8, Synergy_HSA=0.254. (9) Drug 1: CC1=C2C(C(=O)C3(C(CC4C(C3C(C(C2(C)C)(CC1OC(=O)C(C(C5=CC=CC=C5)NC(=O)OC(C)(C)C)O)O)OC(=O)C6=CC=CC=C6)(CO4)OC(=O)C)OC)C)OC. Drug 2: C1CN(P(=O)(OC1)NCCCl)CCCl. Cell line: MCF7. Synergy scores: CSS=50.5, Synergy_ZIP=8.35, Synergy_Bliss=12.6, Synergy_Loewe=-11.9, Synergy_HSA=12.5. (10) Drug 1: C1=CC(=C2C(=C1NCCNCCO)C(=O)C3=C(C=CC(=C3C2=O)O)O)NCCNCCO. Drug 2: N.N.Cl[Pt+2]Cl. Cell line: MCF7. Synergy scores: CSS=2.42, Synergy_ZIP=-12.2, Synergy_Bliss=-11.5, Synergy_Loewe=-38.1, Synergy_HSA=-15.0.